Dataset: Experimentally validated miRNA-target interactions with 360,000+ pairs, plus equal number of negative samples. Task: Binary Classification. Given a miRNA mature sequence and a target amino acid sequence, predict their likelihood of interaction. (1) The miRNA is hsa-miR-5703 with sequence AGGAGAAGUCGGGAAGGU. The protein sequence of the target gene is MSQRDTLVHLFAGGCGGTVGAILTCPLEVVKTRLQSSSVTLYISEVQLNTMAGASVNRVVSPGPLHCLKVILEKEGPRSLFRGLGPNLVGVAPSRAIYFAAYSNCKEKLNDVFDPDSTQVHMISAAMAGFTAITATNPIWLIKTRLQLDARNRGERRMGAFECVRKVYQTDGLKGFYRGMSASYAGISETVIHFVIYESIKQKLLEYKTASTMENDEESVKEASDFVGMMLAAATSKTCATTIAYPHEVVRTRLREEGTKYRSFFQTLSLLVQEEGYGSLYRGLTTHLVRQIPNTAIMMA.... Result: 1 (interaction). (2) The protein sequence of the target gene is MASSGAKAQWVGPSLGQGPRRRRWAWAEEQDTDGRRDQGWGNSQSLPEAPSPELLEDFRRAQEHLPPLEWDPDMQDSEESSGEETEADDASSPEGSTVPLPWLSRSNQQLDMSEEELDEASGRPEVDLAGESCTELECEDQGDSSPPPPGQGPAKGWVTFIKQGSNYRPSEHLEAQPSVEHSRTKSWSSGTVSLRQPSDSLGSTWEGDTEVPQPSILPKALPQSPCHNFPHPGDRNGGDVAPATPTEFRDSLAAPAQNAECSAGTWGEETTSLPSSRPEDQTWKRTKTSPKPLPSRFTGS.... The miRNA is hsa-miR-302b-3p with sequence UAAGUGCUUCCAUGUUUUAGUAG. Result: 0 (no interaction). (3) The miRNA is hsa-miR-3129-3p with sequence AAACUAAUCUCUACACUGCUGC. The protein sequence of the target gene is MAGNDCGALLDEELSSFFLNYLSDTQGGDSGEEQLCADLPELDLSQLDASDFDSATCFGELQWCPETSETEPSQYSPDDSELFQIDSENEALLAALTKTLDDIPEDDVGLAAFPELDEGDTPSCTPASPAPLSAPPSPTLERLLSPASDVDELSLLQKLLLATSSPTASSDALKDGATWSQTSLSSRSQRPCVKVDGTQDKKTPTLRAQSRPCTELHKHLTSVLPCPRVKACSPTPHPSPRLLSKEEEEEVGEDCPSPWPTPASPQDSLAQDTASPDSAQPPEEDVRAMVQLIRYMHTYC.... Result: 0 (no interaction). (4) The miRNA is dme-miR-13a-3p with sequence UAUCACAGCCAUUUUGAUGAGU. The protein sequence of the target gene is MTEELITPVYCTGVSAQVQKKRDKELGLGRHENAIKYLGQDYETLRARCLQSGVLFQDEAFPPVSHSLGFKELGPHSSKTYGIKWKRPTELMSNPQFIVDGATRTDICQGALGDCWLLAAIASLTLNETILHRVVPYGQSFQDGYAGIFHFQLWQFGEWVDVVIDDLLPTKDGKLVFVHSAQGNEFWSALLEKAYAKVNGSYEALSGGCTSEAFEDFTGGVTEWYDLQKAPSDLYQIILKALERGSLLGCSINISDIRDLEAITFKNLVRGHAYSVTGAKQVTYQGQRVNLIRMRNPWGE.... Result: 0 (no interaction). (5) The miRNA is hsa-miR-4693-3p with sequence UGAGAGUGGAAUUCACAGUAUUU. The protein sequence of the target gene is MDQRQRRILGQPLSIPTSQPKQKRTSMISFFSKVSWKLRFQKREPLKNVFFILAERARDPSAKKRHMAMRNLGTMAYEAPDKVRKYKKIVLDLLVYGLYDPVNLEVIHESMKTLTVVLGKIQGKGLGSFFIDITLQTRTLLDDENDSLRYSAFVLFGQLAAFAGRKWKKFFTSQVKQTRDSLLIHLQDRNPQVAKACKTTFQACSPYLKLKEEYSFQSEEDQRNTKLYQQLSHYHPEILQFFYANKIL. Result: 1 (interaction). (6) The miRNA is hsa-miR-3170 with sequence CUGGGGUUCUGAGACAGACAGU. The protein sequence of the target gene is MVTVMPLEMEKTISKLMFDFQRNSTSDDDSGCALEEYAWVPPGLKPEQVHQYYSCLPEEKVPYVNSPGEKLRIKQLLHQLPPHDNEVRYCNSLDEEEKRELKLFSSQRKRENLGRGNVRPFPVTMTGAICEQCGGQINGGDIAVFASRAGHGVCWHPPCFVCTVCNELLVDLIYFYQDGKIYCGRHHAECLKPRCAACDEIIFADECTEAEGRHWHMKHFCCFECETVLGGQRYIMKEGRPYCCHCFESLYAEYCDTCAQHIGIDQGQMTYDGQHWHATETCFCCAHCKKSLLGRPFLPK.... Result: 0 (no interaction). (7) The miRNA is mmu-miR-467f with sequence AUAUACACACACACACCUACA. The protein sequence of the target gene is MSLALRSELVVDKTKRKKRRELSEEQKQEIKDAFELFDTDKDEAIDYHELKVAMRALGFDVKKADVLKILKDYDREATGKITFEDFNEVVTDWILERDPHEEILKAFKLFDDDDSGKISLRNLRRVARELGENMSDEELRAMIEEFDKDGDGEINQEEFIAIMTGDI. Result: 0 (no interaction).